From a dataset of Reaction yield outcomes from USPTO patents with 853,638 reactions. Predict the reaction yield, written as a fraction of the theoretical maximum amount of product (1.0 means a 100% yield; for example, 0.34 means a 34% yield). (1) The reactants are [Br:1][C:2]1[CH:10]=[C:9]2[C:5]([CH2:6][C:7](=[CH2:12])[C:8]2=[O:11])=[CH:4][CH:3]=1.C[Si](C)(C)[O:15][C:16]([CH:18]=[CH2:19])=[CH2:17].B(F)(F)F.CCOCC. The catalyst is ClCCl. The product is [Br:1][C:2]1[CH:10]=[C:9]2[C:5]([CH2:6][C:7]3([CH2:19][CH2:18][C:16](=[O:15])[CH2:17][CH2:12]3)[C:8]2=[O:11])=[CH:4][CH:3]=1. The yield is 0.480. (2) The reactants are [Cl:1][C:2]1[C:10]2[N:9]=[C:8]([NH:11][C:12]3[C:13]([CH3:18])=[N:14][O:15][C:16]=3[CH3:17])[N:7]([CH2:19][CH2:20][CH2:21][C:22](OCC)=[O:23])[C:6]=2[C:5]([CH:27]([CH2:30][CH3:31])[CH2:28][CH3:29])=[CH:4][CH:3]=1.[BH4-].[Li+].O. The catalyst is O1CCCC1. The product is [Cl:1][C:2]1[C:10]2[N:9]=[C:8]([NH:11][C:12]3[C:13]([CH3:18])=[N:14][O:15][C:16]=3[CH3:17])[N:7]([CH2:19][CH2:20][CH2:21][CH2:22][OH:23])[C:6]=2[C:5]([CH:27]([CH2:30][CH3:31])[CH2:28][CH3:29])=[CH:4][CH:3]=1. The yield is 0.530. (3) The yield is 0.244. The catalyst is C(Cl)Cl. The product is [OH:14][CH2:13][CH2:12][S:9]([C:6]1[CH:7]=[CH:8][C:3]([O:2][CH3:1])=[C:4]([C:21]2[C:30]3[C:25](=[CH:26][CH:27]=[C:28]([C:31]4[CH:32]=[N:33][N:34]([CH3:36])[CH:35]=4)[CH:29]=3)[C:24](=[O:37])[N:23]([CH3:38])[CH:22]=2)[CH:5]=1)(=[O:11])=[O:10]. The reactants are [CH3:1][O:2][C:3]1[CH:8]=[CH:7][C:6]([S:9]([CH2:12][CH2:13][O:14]C2CCCCO2)(=[O:11])=[O:10])=[CH:5][C:4]=1[C:21]1[C:30]2[C:25](=[CH:26][CH:27]=[C:28]([C:31]3[CH:32]=[N:33][N:34]([CH3:36])[CH:35]=3)[CH:29]=2)[C:24](=[O:37])[N:23]([CH3:38])[CH:22]=1.C1(C)C=CC(S([O-])(=O)=O)=CC=1.[NH+]1C=CC=CC=1. (4) The reactants are [C:1]12([C:11](Cl)=[O:12])[CH2:10][CH:5]3[CH2:6][CH:7]([CH2:9][CH:3]([CH2:4]3)[CH2:2]1)[CH2:8]2.[CH2:14]([Mg]I)[CH3:15]. The catalyst is O1CCCC1.C(OCC)C. The product is [OH:12][CH:11]([C:1]12[CH2:10][CH:5]3[CH2:6][CH:7]([CH2:9][CH:3]([CH2:4]3)[CH2:2]1)[CH2:8]2)[CH2:14][CH3:15]. The yield is 0.800. (5) The reactants are [NH:1]1[C:5]2=[N:6][CH:7]=[CH:8][CH:9]=[C:4]2[CH:3]=[CH:2]1.ClC1C=CC=C(C(OO)=[O:18])C=1.O. The catalyst is COCCOC. The product is [NH:1]1[C:5]2=[N+:6]([O-:18])[CH:7]=[CH:8][CH:9]=[C:4]2[CH:3]=[CH:2]1. The yield is 0.410.